Dataset: NCI-60 drug combinations with 297,098 pairs across 59 cell lines. Task: Regression. Given two drug SMILES strings and cell line genomic features, predict the synergy score measuring deviation from expected non-interaction effect. (1) Drug 1: CN(C)N=NC1=C(NC=N1)C(=O)N. Drug 2: C1=CC(=CC=C1CC(C(=O)O)N)N(CCCl)CCCl.Cl. Cell line: MOLT-4. Synergy scores: CSS=47.3, Synergy_ZIP=-1.73, Synergy_Bliss=0.487, Synergy_Loewe=0.214, Synergy_HSA=0.738. (2) Drug 1: C1CCC(C1)C(CC#N)N2C=C(C=N2)C3=C4C=CNC4=NC=N3. Drug 2: C1=CC=C(C(=C1)C(C2=CC=C(C=C2)Cl)C(Cl)Cl)Cl. Cell line: SK-MEL-2. Synergy scores: CSS=-2.07, Synergy_ZIP=5.24, Synergy_Bliss=8.21, Synergy_Loewe=4.79, Synergy_HSA=1.96.